From a dataset of Full USPTO retrosynthesis dataset with 1.9M reactions from patents (1976-2016). Predict the reactants needed to synthesize the given product. (1) Given the product [CH3:34][O:33][C:22]1[CH:21]=[C:20]([C:18]2[CH:17]=[C:16]3[C:11]([CH:12]=[CH:13][CH:14]=[N:15]3)=[C:10]([O:37][CH2:2][C@H:3]3[CH2:7][NH:6][C:5](=[O:8])[CH2:4]3)[N:19]=2)[CH:25]=[CH:24][C:23]=1[O:26][CH:27]1[CH2:32][CH2:31][O:30][CH2:29][CH2:28]1, predict the reactants needed to synthesize it. The reactants are: N[CH2:2][C@H:3]1[CH2:7][NH:6][C:5](=[O:8])[CH2:4]1.Cl[C:10]1[N:19]=[C:18]([C:20]2[CH:25]=[CH:24][C:23]([O:26][CH:27]3[CH2:32][CH2:31][O:30][CH2:29][CH2:28]3)=[C:22]([O:33][CH3:34])[CH:21]=2)[CH:17]=[C:16]2[C:11]=1[CH:12]=[CH:13][CH:14]=[N:15]2.CC(N(C)C)=[O:37]. (2) Given the product [ClH:22].[Cl:22][C:14]1[CH:15]=[N:16][C:17]2[CH:18]=[CH:19][C:20](=[O:21])[N:11]3[CH2:10][CH:9]([CH2:8][N:5]4[CH2:6][CH2:7][CH:2]([NH:1][CH2:34][C:32]5[CH:31]=[CH:30][C:27]6[O:28][CH2:29][C:24](=[O:23])[NH:25][C:26]=6[N:33]=5)[CH2:3][CH2:4]4)[C:13]=1[C:12]=23, predict the reactants needed to synthesize it. The reactants are: [NH2:1][CH:2]1[CH2:7][CH2:6][N:5]([CH2:8][CH:9]2[C:13]3=[C:14]([Cl:22])[CH:15]=[N:16][C:17]4[CH:18]=[CH:19][C:20](=[O:21])[N:11]([C:12]=43)[CH2:10]2)[CH2:4][CH2:3]1.[O:23]=[C:24]1[CH2:29][O:28][C:27]2[CH:30]=[CH:31][C:32]([CH:34]=O)=[N:33][C:26]=2[NH:25]1.